Dataset: Reaction yield outcomes from USPTO patents with 853,638 reactions. Task: Predict the reaction yield, written as a fraction of the theoretical maximum amount of product (1.0 means a 100% yield; for example, 0.34 means a 34% yield). (1) The reactants are C(OC([N:8]1[CH2:21][CH:20]2[CH2:22][CH:10]([C:11]3[CH:12]=[C:13]4[C:17](=[CH:18][C:19]=32)[N:16]=[C:15]([CH3:23])[N:14]4[CH2:24][CH2:25][CH3:26])[CH2:9]1)=O)(C)(C)C.C(OCC)(=O)C.[ClH:33]. No catalyst specified. The product is [ClH:33].[CH3:23][C:15]1[N:14]([CH2:24][CH2:25][CH3:26])[C:13]2[C:17](=[CH:18][C:19]3[CH:20]4[CH2:22][CH:10]([C:11]=3[CH:12]=2)[CH2:9][NH:8][CH2:21]4)[N:16]=1. The yield is 0.340. (2) The reactants are C[O:2][C:3](=[O:37])[CH2:4][C:5]1[CH:10]=[CH:9][C:8]([O:11][CH2:12][CH2:13][C:14]2[N:15]=[C:16]([NH:19][C:20]([NH:22][C:23]3[CH:28]=[CH:27][C:26]([CH3:29])=[CH:25][C:24]=3[C:30]([CH:32]3[CH2:36][CH2:35][CH2:34][CH2:33]3)=[O:31])=[O:21])[S:17][CH:18]=2)=[CH:7][CH:6]=1. The catalyst is [Li+].[OH-]. The product is [CH:32]1([C:30]([C:24]2[CH:25]=[C:26]([CH3:29])[CH:27]=[CH:28][C:23]=2[NH:22][C:20](=[O:21])[NH:19][C:16]2[S:17][CH:18]=[C:14]([CH2:13][CH2:12][O:11][C:8]3[CH:7]=[CH:6][C:5]([CH2:4][C:3]([OH:37])=[O:2])=[CH:10][CH:9]=3)[N:15]=2)=[O:31])[CH2:36][CH2:35][CH2:34][CH2:33]1. The yield is 0.860. (3) The reactants are [CH2:1]([C:3]1[N:7]([C:8]2[CH:13]=[CH:12][CH:11]=[CH:10][CH:9]=2)[N:6]=[CH:5][C:4]=1[C:14]1[N:15]=[CH:16][N:17](C2C=C(C=CC=2C)C(O)=O)[CH:18]=1)[CH3:2].C([C:31]1[NH:35]N=CC=1)C.C1C=CC(P(N=[N+]=[N-])(C2C=CC=CC=2)=[O:43])=CC=1.CCN(CC)CC.[CH2:60]([OH:67])[C:61]1[CH:66]=[CH:65][CH:64]=[CH:63][CH:62]=1.[C:68]1([CH3:74])[CH:73]=[CH:72][CH:71]=[CH:70][CH:69]=1. No catalyst specified. The product is [CH2:60]([O:67][C:31](=[O:43])[NH:35][C:71]1[CH:72]=[CH:73][C:68]([CH3:74])=[C:69]([N:17]2[CH:18]=[C:14]([C:4]3[CH:5]=[N:6][N:7]([C:8]4[CH:9]=[CH:10][CH:11]=[CH:12][CH:13]=4)[C:3]=3[CH2:1][CH3:2])[N:15]=[CH:16]2)[CH:70]=1)[C:61]1[CH:66]=[CH:65][CH:64]=[CH:63][CH:62]=1. The yield is 0.700. (4) The reactants are Br[CH2:2][C:3]1[CH:8]=[CH:7][C:6]([N+:9]([O-:11])=[O:10])=[C:5]([F:12])[CH:4]=1.CC[N:15]([CH:19]([CH3:21])C)[CH:16]([CH3:18])C.N1CCCC1. The product is [F:12][C:5]1[CH:4]=[C:3]([CH:8]=[CH:7][C:6]=1[N+:9]([O-:11])=[O:10])[CH2:2][N:15]1[CH2:16][CH2:18][CH2:21][CH2:19]1. The catalyst is C1COCC1. The yield is 0.650. (5) The reactants are [H-].[Na+].[Br-].[C:4]([CH2:9][P+](C1C=CC=CC=1)(C1C=CC=CC=1)C1C=CC=CC=1)([O:6][CH2:7][CH3:8])=[O:5].[Cl:29][C:30]1[CH:31]=[N:32][CH:33]=[C:34]([CH:37]=1)[CH:35]=O.Cl. The catalyst is CS(C)=O. The product is [CH2:7]([O:6][C:4](=[O:5])/[CH:9]=[CH:35]/[C:34]1[CH:33]=[N:32][CH:31]=[C:30]([Cl:29])[CH:37]=1)[CH3:8]. The yield is 0.570. (6) The reactants are [OH-].[Na+].[CH3:3][O:4][C@H:5]1[CH2:9][CH2:8][N:7]([C:10]2[CH:11]=[CH:12][C:13]3[C:19]4[N:20]([CH:28]5[CH2:33][CH2:32][CH2:31][CH2:30][O:29]5)[N:21]=[C:22]([C:23]([O:25]CC)=[O:24])[C:18]=4[CH2:17][O:16][C:14]=3[CH:15]=2)[CH2:6]1. The catalyst is O.C(O)C. The product is [CH3:3][O:4][C@H:5]1[CH2:9][CH2:8][N:7]([C:10]2[CH:11]=[CH:12][C:13]3[C:19]4[N:20]([CH:28]5[CH2:33][CH2:32][CH2:31][CH2:30][O:29]5)[N:21]=[C:22]([C:23]([OH:25])=[O:24])[C:18]=4[CH2:17][O:16][C:14]=3[CH:15]=2)[CH2:6]1. The yield is 0.450. (7) The reactants are [Cl:1][C:2]1[C:48]([F:49])=[CH:47][CH:46]=[CH:45][C:3]=1[CH2:4][NH:5][C:6](=[O:44])[N:7]([C@H:9]([CH2:27][O:28][C:29](=[O:43])[NH:30][C:31]1[CH:35]=[C:34]([C:36]2[CH:41]=[CH:40][CH:39]=[C:38]([F:42])[CH:37]=2)[O:33][N:32]=1)[CH2:10][CH2:11][C:12]([N:14]1[CH2:19][CH2:18][N:17](C(OC(C)(C)C)=O)[CH2:16][CH2:15]1)=[O:13])[CH3:8].Cl.O1CCOCC1. The catalyst is CO. The product is [F:42][C:38]1[CH:37]=[C:36]([C:34]2[O:33][N:32]=[C:31]([NH:30][C:29](=[O:43])[O:28][CH2:27][C@@H:9]([N:7]([CH3:8])[C:6]([NH:5][CH2:4][C:3]3[CH:45]=[CH:46][CH:47]=[C:48]([F:49])[C:2]=3[Cl:1])=[O:44])[CH2:10][CH2:11][C:12](=[O:13])[N:14]3[CH2:15][CH2:16][NH:17][CH2:18][CH2:19]3)[CH:35]=2)[CH:41]=[CH:40][CH:39]=1. The yield is 0.900. (8) The reactants are [ClH:1].[C:2]([NH:6][C:7]([C:9]1[CH:13]=[C:12]([C:14]2[CH:19]=[CH:18][C:17]([CH2:20][NH:21]C(OC(C)(C)C)=O)=[CH:16][N:15]=2)[N:11]([C:29]2[CH:30]=[N:31][CH:32]=[CH:33][CH:34]=2)[N:10]=1)=[O:8])([CH3:5])([CH3:4])[CH3:3]. The catalyst is C(O)C. The product is [ClH:1].[C:2]([NH:6][C:7]([C:9]1[CH:13]=[C:12]([C:14]2[CH:19]=[CH:18][C:17]([CH2:20][NH2:21])=[CH:16][N:15]=2)[N:11]([C:29]2[CH:30]=[N:31][CH:32]=[CH:33][CH:34]=2)[N:10]=1)=[O:8])([CH3:5])([CH3:3])[CH3:4]. The yield is 0.770. (9) The reactants are P(Cl)(Cl)(Cl)=O.[CH3:6][O:7][C:8]1[CH:9]=[C:10]([CH:28]=[CH:29][C:30]=1[O:31][CH3:32])[CH2:11][CH2:12][NH:13][C:14](=O)[CH2:15][CH2:16][C:17]1[CH:22]=[CH:21][C:20]([C:23]([F:26])([F:25])[F:24])=[CH:19][CH:18]=1.C(=O)(O)[O-].[Na+].O. The catalyst is C(#N)C. The product is [CH3:6][O:7][C:8]1[CH:9]=[C:10]2[C:28](=[CH:29][C:30]=1[O:31][CH3:32])[C:14]([CH2:15][CH2:16][C:17]1[CH:22]=[CH:21][C:20]([C:23]([F:26])([F:25])[F:24])=[CH:19][CH:18]=1)=[N:13][CH2:12][CH2:11]2. The yield is 1.00.